Dataset: Catalyst prediction with 721,799 reactions and 888 catalyst types from USPTO. Task: Predict which catalyst facilitates the given reaction. (1) Reactant: C(O[C:9]([O:11][C:12]([CH3:15])([CH3:14])[CH3:13])=[O:10])([O:3][C:4]([CH3:7])([CH3:6])[CH3:5])=O.[NH2:16][C:17]([CH3:23])([CH2:20][CH2:21][CH3:22])[C:18]#[N:19]. Product: [C:18]([C:17]([NH:16][C:9](=[O:10])[O:11][C:12]([CH3:13])([CH3:14])[CH3:15])([CH2:20][CH2:21][CH3:22])[CH3:23])#[N:19].[CH3:5][C:4]([OH:3])([CH3:7])[CH3:6]. The catalyst class is: 4. (2) Reactant: Cl.[Cl:2][C:3]1[CH:4]=[C:5]([CH2:18][N:19]2[C:23]([CH3:24])=[CH:22][C:21]([C:25]([NH:27][CH2:28][CH:29]3[CH2:34][CH2:33][NH:32][CH2:31][CH2:30]3)=[O:26])=[N:20]2)[C:6]2[O:10][C:9]([C:11]3[CH:16]=[CH:15][CH:14]=[CH:13][CH:12]=3)=[CH:8][C:7]=2[CH:17]=1.[CH:35](=O)[CH3:36].CC(O)=O.[BH-](OC(C)=O)(OC(C)=O)OC(C)=O.[Na+]. Product: [Cl:2][C:3]1[CH:4]=[C:5]([CH2:18][N:19]2[C:23]([CH3:24])=[CH:22][C:21]([C:25]([NH:27][CH2:28][CH:29]3[CH2:30][CH2:31][N:32]([CH2:35][CH3:36])[CH2:33][CH2:34]3)=[O:26])=[N:20]2)[C:6]2[O:10][C:9]([C:11]3[CH:16]=[CH:15][CH:14]=[CH:13][CH:12]=3)=[CH:8][C:7]=2[CH:17]=1. The catalyst class is: 2. (3) Reactant: [H-].[H-].[H-].[H-].[Li+].[Al+3].[NH2:7][C:8]1[C:16]2[C:11](=[N:12][C:13]([CH3:20])=[CH:14][C:15]=2[CH:17]([OH:19])C)[S:10][C:9]=1[C:21]([NH2:23])=[O:22].[NH4+].[Cl-]. Product: [NH2:7][C:8]1[C:16]2[C:11](=[N:12][C:13]([CH3:20])=[CH:14][C:15]=2[CH:17]=[O:19])[S:10][C:9]=1[C:21]([NH2:23])=[O:22]. The catalyst class is: 1. (4) Reactant: [H-].[Na+].[S:3]1[CH:7]=[CH:6][C:5]2[C:8]([N:12]3[CH2:17][CH2:16][N:15]([CH2:18][CH2:19][CH2:20][CH2:21][O:22][C:23]4[CH:32]=[C:31]5[C:26]([CH:27]=[CH:28][C:29](=[O:33])[NH:30]5)=[CH:25][CH:24]=4)[CH2:14][CH2:13]3)=[CH:9][CH:10]=[CH:11][C:4]1=2.[C:34](=[O:45])([O:38][CH:39]1[CH2:44][CH2:43][CH2:42][CH2:41][CH2:40]1)[O:35][CH2:36][Cl:37].Cl. Product: [ClH:37].[CH:39]1([O:38][C:34](=[O:45])[O:35][CH2:36][N:30]2[C:31]3[C:26](=[CH:25][CH:24]=[C:23]([O:22][CH2:21][CH2:20][CH2:19][CH2:18][N:15]4[CH2:14][CH2:13][N:12]([C:8]5[C:5]6[CH:6]=[CH:7][S:3][C:4]=6[CH:11]=[CH:10][CH:9]=5)[CH2:17][CH2:16]4)[CH:32]=3)[CH:27]=[CH:28][C:29]2=[O:33])[CH2:44][CH2:43][CH2:42][CH2:41][CH2:40]1. The catalyst class is: 7. (5) Reactant: N#N.[OH:3][CH2:4][C:5]1[O:9][C:8]([CH:10]=[O:11])=[CH:7][CH:6]=1.C1(C)C=CC(S([O-])(=O)=O)=CC=1.[NH+]1C=CC=CC=1.[O:29]1[CH:34]=[CH:33][CH2:32][CH2:31][CH2:30]1. Product: [O:29]1[CH2:34][CH2:33][CH2:32][CH2:31][CH:30]1[O:3][CH2:4][C:5]1[O:9][C:8]([CH:10]=[O:11])=[CH:7][CH:6]=1. The catalyst class is: 34. (6) Reactant: [Br:1][C:2]1[CH:7]=[CH:6]C(C)=[C:4]([N+:9]([O-:11])=[O:10])[CH:3]=1.[Mn]([O-])(=O)(=O)=[O:13].[K+].[CH2:18]([OH:20])[CH3:19]. Product: [Br:1][C:2]1[CH:7]=[CH:6][C:19]([C:18]([OH:13])=[O:20])=[C:4]([N+:9]([O-:11])=[O:10])[CH:3]=1. The catalyst class is: 228.